From a dataset of Full USPTO retrosynthesis dataset with 1.9M reactions from patents (1976-2016). Predict the reactants needed to synthesize the given product. Given the product [CH3:18][O:17][C:16]1[CH:15]=[CH:14][CH:13]=[C:12]([O:19][CH3:20])[C:11]=1[CH:2]1[N:1]([CH2:32][C:30]2[N:31]=[C:27]([C:21]3[CH:22]=[CH:23][CH:24]=[CH:25][CH:26]=3)[S:28][CH:29]=2)[C:5](=[O:7])[CH:4]([CH3:10])[CH2:3]1, predict the reactants needed to synthesize it. The reactants are: [NH2:1][CH:2]([C:11]1[C:16]([O:17][CH3:18])=[CH:15][CH:14]=[CH:13][C:12]=1[O:19][CH3:20])[CH2:3][CH:4]([CH3:10])[C:5]([O:7]CC)=O.[C:21]1([C:27]2[S:28][CH:29]=[C:30]([CH:32]=O)[N:31]=2)[CH:26]=[CH:25][CH:24]=[CH:23][CH:22]=1.